Dataset: Forward reaction prediction with 1.9M reactions from USPTO patents (1976-2016). Task: Predict the product of the given reaction. (1) Given the reactants [Cl:1][C:2]1[N:11]=[C:10](Cl)[C:9]2[CH2:8][CH2:7][CH2:6][CH2:5][C:4]=2[N:3]=1, predict the reaction product. The product is: [Cl:1][C:2]1[N:11]=[CH:10][C:9]2[CH2:8][CH2:7][CH2:6][CH2:5][C:4]=2[N:3]=1. (2) Given the reactants C([N:8]1[CH2:13][CH2:12][N:11](CC2C=CC=CC=2)[CH2:10][C@@H:9]1[CH2:21][CH2:22][C:23]1[CH:28]=[CH:27][CH:26]=[C:25]([F:29])[CH:24]=1)C1C=CC=CC=1.C([O-])=O.[NH4+], predict the reaction product. The product is: [F:29][C:25]1[CH:24]=[C:23]([CH2:22][CH2:21][C@H:9]2[CH2:10][NH:11][CH2:12][CH2:13][NH:8]2)[CH:28]=[CH:27][CH:26]=1. (3) Given the reactants [OH:1][CH:2]([C:11]1[CH:16]=[CH:15][C:14]([C:17]2[N:21]=[C:20]([C:22]3[O:26][N:25]=[C:24]([C:27]4[CH:32]=[CH:31][CH:30]=[CH:29][CH:28]=4)[C:23]=3[C:33]([F:36])([F:35])[F:34])[O:19][N:18]=2)=[CH:13][CH:12]=1)[C:3]([NH:5][CH2:6][CH2:7][C:8](O)=[O:9])=[O:4].Cl.[CH:38]1([NH2:41])[CH2:40][CH2:39]1.CN1CCOCC1.CN(C(ON1N=NC2C=CC=NC1=2)=[N+](C)C)C.F[P-](F)(F)(F)(F)F, predict the reaction product. The product is: [CH:38]1([NH:41][C:8](=[O:9])[CH2:7][CH2:6][NH:5][C:3](=[O:4])[CH:2]([OH:1])[C:11]2[CH:12]=[CH:13][C:14]([C:17]3[N:21]=[C:20]([C:22]4[O:26][N:25]=[C:24]([C:27]5[CH:32]=[CH:31][CH:30]=[CH:29][CH:28]=5)[C:23]=4[C:33]([F:36])([F:34])[F:35])[O:19][N:18]=3)=[CH:15][CH:16]=2)[CH2:40][CH2:39]1. (4) Given the reactants [CH:1]1([C:7]2[C:8]3[S:14][C:13]([C:15]([O:17][CH3:18])=[O:16])=[CH:12][C:9]=3[NH:10][CH:11]=2)[CH2:6][CH2:5][CH2:4][CH2:3][CH2:2]1.[BrH:19].[NH+]1C=CC=CC=1, predict the reaction product. The product is: [Br:19][C:11]1[NH:10][C:9]2[CH:12]=[C:13]([C:15]([O:17][CH3:18])=[O:16])[S:14][C:8]=2[C:7]=1[CH:1]1[CH2:2][CH2:3][CH2:4][CH2:5][CH2:6]1. (5) Given the reactants C(OC(=O)[N:7]([C@H:12]1[CH2:16][C@@H:15]([N:17]2[CH:25]=[N:24][C:23]3[C:18]2=[N:19][C:20]([Cl:27])=[N:21][C:22]=3[Cl:26])[C@H:14]([OH:28])[C@@H:13]1[OH:29])[C:8](=[O:11])[CH2:9][CH3:10])(C)(C)C.[NH2:31][CH2:32][CH:33]([C:41]1[CH:46]=[CH:45][C:44]([OH:47])=[CH:43][CH:42]=1)[C:34]1[CH:39]=[CH:38][C:37]([OH:40])=[CH:36][CH:35]=1.CCN(C(C)C)C(C)C, predict the reaction product. The product is: [ClH:26].[OH:40][C:37]1[CH:38]=[CH:39][C:34]([CH:33]([C:41]2[CH:42]=[CH:43][C:44]([OH:47])=[CH:45][CH:46]=2)[CH2:32][NH:31][C:22]2[N:21]=[C:20]([Cl:27])[N:19]=[C:18]3[C:23]=2[N:24]=[CH:25][N:17]3[C@@H:15]2[CH2:16][C@H:12]([NH:7][C:8](=[O:11])[CH2:9][CH3:10])[C@@H:13]([OH:29])[C@H:14]2[OH:28])=[CH:35][CH:36]=1. (6) Given the reactants [F:1][C:2]([F:12])([F:11])[C:3]1[N:8]=[CH:7][C:6]([CH:9]=[O:10])=[CH:5][CH:4]=1.[CH3:13][Mg]Cl.[Cl-].[NH4+], predict the reaction product. The product is: [F:12][C:2]([F:11])([F:1])[C:3]1[N:8]=[CH:7][C:6]([CH:9]([OH:10])[CH3:13])=[CH:5][CH:4]=1. (7) Given the reactants Br[C:2]1[CH:3]=[C:4]([F:15])[CH:5]=[C:6]2[C:10]=1[NH:9][C:8]([C:11]([NH2:13])=[O:12])=[C:7]2[CH3:14].[Cl:16][C:17]1[CH:22]=[CH:21][C:20](B(O)O)=[CH:19][CH:18]=1, predict the reaction product. The product is: [Cl:16][C:17]1[CH:22]=[CH:21][C:20]([C:2]2[CH:3]=[C:4]([F:15])[CH:5]=[C:6]3[C:10]=2[NH:9][C:8]([C:11]([NH2:13])=[O:12])=[C:7]3[CH3:14])=[CH:19][CH:18]=1. (8) Given the reactants C([O:4][C:5](=[O:7])[CH3:6])(=O)C.C([O-])=O.[Na+].CCN(C(C)C)C(C)C.[Cl:21][C:22]1[CH:23]=[C:24]([N:30]2[C:34](=[O:35])[C@:33]([CH2:37][C:38]3[CH:45]=[CH:44][C:41]([C:42]#[N:43])=[CH:40][CH:39]=3)([CH3:36])[N:32]3C(I)=[CH:47][N:48]=[C:31]23)[CH:25]=[C:26]([Cl:29])[C:27]=1[F:28].[Li+].[Cl-], predict the reaction product. The product is: [C:42]([C:41]1[CH:40]=[CH:39][C:38]([CH2:37][C@@:33]2([CH3:36])[N:32]3[C:6]([C:5]([OH:4])=[O:7])=[CH:47][N:48]=[C:31]3[N:30]([C:24]3[CH:23]=[C:22]([Cl:21])[C:27]([F:28])=[C:26]([Cl:29])[CH:25]=3)[C:34]2=[O:35])=[CH:45][CH:44]=1)#[N:43].